This data is from Full USPTO retrosynthesis dataset with 1.9M reactions from patents (1976-2016). The task is: Predict the reactants needed to synthesize the given product. (1) Given the product [CH2:19]([C:12]1[CH:13]=[CH:14][CH:15]=[C:16]([CH2:17][CH3:18])[C:11]=1[C:8]1[CH:9]=[C:10]2[C:2]([C:35]3[S:36][CH:37]=[CH:38][N:39]=3)=[CH:3][N:4]([C:21]3[CH:22]=[CH:23][C:24]([CH:27]([CH3:29])[CH3:28])=[CH:25][CH:26]=3)[C:5]2=[CH:6][N:7]=1)[CH3:20], predict the reactants needed to synthesize it. The reactants are: Br[C:2]1[C:10]2[C:5](=[CH:6][N:7]=[C:8]([C:11]3[C:16]([CH2:17][CH3:18])=[CH:15][CH:14]=[CH:13][C:12]=3[CH2:19][CH3:20])[CH:9]=2)[N:4]([C:21]2[CH:26]=[CH:25][C:24]([CH:27]([CH3:29])[CH3:28])=[CH:23][CH:22]=2)[CH:3]=1.C([Sn](CCCC)(CCCC)[C:35]1[S:36][CH:37]=[CH:38][N:39]=1)CCC.CN(C=O)C. (2) The reactants are: [CH:1]1([NH:4][C:5](=[O:32])[C:6]2[CH:11]=[CH:10][C:9]([CH3:12])=[C:8]([N:13]3[CH:18]=[CH:17][N:16]=[C:15]([NH:19][C:20]4([C:24]5[CH:29]=[CH:28][CH:27]=[CH:26][C:25]=5[OH:30])[CH2:23][CH2:22][CH2:21]4)[C:14]3=[O:31])[CH:7]=2)[CH2:3][CH2:2]1.Br[CH2:34][CH2:35][Cl:36].C(=O)([O-])[O-].[Cs+].[Cs+].C(OCC)(=O)C. Given the product [Cl:36][CH2:35][CH2:34][O:30][C:25]1[CH:26]=[CH:27][CH:28]=[CH:29][C:24]=1[C:20]1([NH:19][C:15]2[C:14](=[O:31])[N:13]([C:8]3[CH:7]=[C:6]([CH:11]=[CH:10][C:9]=3[CH3:12])[C:5]([NH:4][CH:1]3[CH2:2][CH2:3]3)=[O:32])[CH:18]=[CH:17][N:16]=2)[CH2:23][CH2:22][CH2:21]1, predict the reactants needed to synthesize it. (3) Given the product [CH2:37]([N:29]([CH2:30][C:31]1[CH:36]=[CH:35][CH:34]=[CH:33][CH:32]=1)[C@H:22]1[CH2:21][C:20]2[C:25](=[CH:26][CH:27]=[CH:28][C:19]=2[C:8]2[CH:7]=[CH:6][C:5]3[N:4]([CH:3]=[CH:2][N:1]=3)[CH:9]=2)[O:24][CH2:23]1)[C:38]1[CH:39]=[CH:40][CH:41]=[CH:42][CH:43]=1, predict the reactants needed to synthesize it. The reactants are: [N:1]1[CH:2]=[CH:3][N:4]2[CH:9]=[C:8](B(O)O)[CH:7]=[CH:6][C:5]=12.FC(F)(F)S(O[C:19]1[CH:28]=[CH:27][CH:26]=[C:25]2[C:20]=1[CH2:21][C@H:22]([N:29]([CH2:37][C:38]1[CH:43]=[CH:42][CH:41]=[CH:40][CH:39]=1)[CH2:30][C:31]1[CH:36]=[CH:35][CH:34]=[CH:33][CH:32]=1)[CH2:23][O:24]2)(=O)=O.C(=O)([O-])[O-].[K+].[K+]. (4) Given the product [Cl:1][C:2]1[C:7]([N:8]2[CH2:13][CH2:12][CH:11]([C:14]3[CH:19]=[CH:18][CH:17]=[CH:16][C:15]=3[C:20]([F:22])([F:23])[F:21])[CH2:10][CH2:9]2)=[CH:6][N:5]=[N:4][C:3]=1[NH:24][NH:25][C:34](=[O:35])[CH2:33][C:32]([F:38])([F:37])[F:31], predict the reactants needed to synthesize it. The reactants are: [Cl:1][C:2]1[C:7]([N:8]2[CH2:13][CH2:12][CH:11]([C:14]3[CH:19]=[CH:18][CH:17]=[CH:16][C:15]=3[C:20]([F:23])([F:22])[F:21])[CH2:10][CH2:9]2)=[CH:6][N:5]=[N:4][C:3]=1[NH:24][NH2:25].C(=O)(O)[O-].[Na+].[F:31][C:32]([F:38])([F:37])[CH2:33][C:34](Cl)=[O:35]. (5) Given the product [F:36][C:37]([F:42])([F:41])[C:38]([OH:40])=[O:39].[Cl:29][C:26]1[CH:27]=[CH:28][C:23]([C:21]2[CH:22]=[C:17]([C:15]([NH:14][N:11]3[CH2:10][CH2:9][NH:8][CH2:13][CH2:12]3)=[O:16])[CH:18]=[N:19][C:20]=2[O:30][CH2:31][C:32]([F:34])([F:33])[F:35])=[CH:24][CH:25]=1, predict the reactants needed to synthesize it. The reactants are: C(OC([N:8]1[CH2:13][CH2:12][N:11]([NH:14][C:15]([C:17]2[CH:18]=[N:19][C:20]([O:30][CH2:31][C:32]([F:35])([F:34])[F:33])=[C:21]([C:23]3[CH:28]=[CH:27][C:26]([Cl:29])=[CH:25][CH:24]=3)[CH:22]=2)=[O:16])[CH2:10][CH2:9]1)=O)(C)(C)C.[F:36][C:37]([F:42])([F:41])[C:38]([OH:40])=[O:39]. (6) The reactants are: Br[C:2]1[CH:7]=[CH:6][C:5]([Br:8])=[CH:4][CH:3]=1.[CH2:9]1[C:12]2([CH2:15][NH:14][CH2:13]2)[CH2:11][O:10]1.C1(P(C2C=CC=CC=2)C2C=CC3C(=CC=CC=3)C=2C2C3C(=CC=CC=3)C=CC=2P(C2C=CC=CC=2)C2C=CC=CC=2)C=CC=CC=1.C(=O)([O-])[O-].[Cs+].[Cs+]. Given the product [Br:8][C:5]1[CH:6]=[CH:7][C:2]([N:14]2[CH2:15][C:12]3([CH2:9][O:10][CH2:11]3)[CH2:13]2)=[CH:3][CH:4]=1, predict the reactants needed to synthesize it. (7) Given the product [CH3:15][O:9][C:8](=[O:10])[CH:7]([O:6][C:5]1[CH:4]=[CH:3][C:2]([NH2:1])=[CH:13][CH:12]=1)[CH3:11], predict the reactants needed to synthesize it. The reactants are: [NH2:1][C:2]1[CH:13]=[CH:12][C:5]([O:6][CH:7]([CH3:11])[C:8]([OH:10])=[O:9])=[CH:4][CH:3]=1.Cl.[CH3:15]O. (8) Given the product [O:1]=[C:2]1[N:7]([CH2:43][C:42]([F:46])([F:45])[F:41])[CH:6]=[N:5][C:4]2[O:8][C:9]([C:17]3[CH:22]=[CH:21][C:20]([C:23]4([NH:27][C:28](=[O:34])[O:29][C:30]([CH3:31])([CH3:33])[CH3:32])[CH2:24][CH2:25][CH2:26]4)=[CH:19][CH:18]=3)=[C:10]([C:11]3[CH:12]=[CH:13][CH:14]=[CH:15][CH:16]=3)[C:3]1=2, predict the reactants needed to synthesize it. The reactants are: [O:1]=[C:2]1[NH:7][CH:6]=[N:5][C:4]2[O:8][C:9]([C:17]3[CH:22]=[CH:21][C:20]([C:23]4([NH:27][C:28](=[O:34])[O:29][C:30]([CH3:33])([CH3:32])[CH3:31])[CH2:26][CH2:25][CH2:24]4)=[CH:19][CH:18]=3)=[C:10]([C:11]3[CH:16]=[CH:15][CH:14]=[CH:13][CH:12]=3)[C:3]1=2.C([O-])([O-])=O.[K+].[K+].[F:41][C:42]([F:46])([F:45])[CH2:43]I. (9) Given the product [Br:1][C:2]1[CH:3]=[C:4]([CH:5]=[N:35][C:17]([O:16][Si:15]([CH3:30])([CH3:29])[CH3:11])=[CH2:18])[CH:7]=[CH:8][C:9]=1[F:10], predict the reactants needed to synthesize it. The reactants are: [Br:1][C:2]1[CH:3]=[C:4]([CH:7]=[CH:8][C:9]=1[F:10])[CH:5]=O.[C:11]([Si:15]([CH3:30])([CH3:29])[O:16][CH2:17][CH2:18]OC1C=CC(I)=CC=1C=O)(C)(C)C.C[Si]([NH:35][Si](C)(C)C)(C)C.C([Li])CCC.C[Si](Cl)(C)C.C(N(CC)CC)C.C(Cl)(=O)C.